This data is from Peptide-MHC class II binding affinity with 134,281 pairs from IEDB. The task is: Regression. Given a peptide amino acid sequence and an MHC pseudo amino acid sequence, predict their binding affinity value. This is MHC class II binding data. (1) The binding affinity (normalized) is 0. The MHC is DRB4_0101 with pseudo-sequence DRB4_0103. The peptide sequence is ERTEGRCLHYTVD. (2) The peptide sequence is TTEMLSRALKKVPVD. The MHC is DRB1_0101 with pseudo-sequence DRB1_0101. The binding affinity (normalized) is 0.969. (3) The peptide sequence is KRVSNVIIHGLHLYG. The MHC is DRB1_0101 with pseudo-sequence DRB1_0101. The binding affinity (normalized) is 0.552. (4) The MHC is DRB1_1201 with pseudo-sequence DRB1_1201. The binding affinity (normalized) is 0.165. The peptide sequence is GPTATFEAMYLGTCQ. (5) The peptide sequence is KSRTLKSFFAWSLSD. The MHC is DRB5_0101 with pseudo-sequence DRB5_0101. The binding affinity (normalized) is 0.760. (6) The peptide sequence is KKWIKVEYGNLSLSGIA. The MHC is DRB1_1301 with pseudo-sequence DRB1_1301. The binding affinity (normalized) is 0.524.